Regression. Given two drug SMILES strings and cell line genomic features, predict the synergy score measuring deviation from expected non-interaction effect. From a dataset of NCI-60 drug combinations with 297,098 pairs across 59 cell lines. (1) Drug 1: C1=NC2=C(N1)C(=S)N=C(N2)N. Drug 2: COC1=C2C(=CC3=C1OC=C3)C=CC(=O)O2. Cell line: EKVX. Synergy scores: CSS=27.1, Synergy_ZIP=0.168, Synergy_Bliss=-0.630, Synergy_Loewe=-9.54, Synergy_HSA=-0.465. (2) Drug 1: CC12CCC(CC1=CCC3C2CCC4(C3CC=C4C5=CN=CC=C5)C)O. Drug 2: CC1=C(C(=O)C2=C(C1=O)N3CC4C(C3(C2COC(=O)N)OC)N4)N. Cell line: HOP-92. Synergy scores: CSS=20.4, Synergy_ZIP=-2.86, Synergy_Bliss=5.71, Synergy_Loewe=-0.914, Synergy_HSA=3.31. (3) Cell line: TK-10. Synergy scores: CSS=1.95, Synergy_ZIP=-1.99, Synergy_Bliss=-4.01, Synergy_Loewe=-6.80, Synergy_HSA=-6.47. Drug 2: C1CN1P(=S)(N2CC2)N3CC3. Drug 1: C1=CC(=CC=C1CC(C(=O)O)N)N(CCCl)CCCl.Cl. (4) Synergy scores: CSS=24.9, Synergy_ZIP=3.72, Synergy_Bliss=1.77, Synergy_Loewe=-28.7, Synergy_HSA=-0.969. Drug 1: CC1=C2C(C(=O)C3(C(CC4C(C3C(C(C2(C)C)(CC1OC(=O)C(C(C5=CC=CC=C5)NC(=O)OC(C)(C)C)O)O)OC(=O)C6=CC=CC=C6)(CO4)OC(=O)C)OC)C)OC. Drug 2: C1CNP(=O)(OC1)N(CCCl)CCCl. Cell line: NCI-H226. (5) Drug 1: CCCS(=O)(=O)NC1=C(C(=C(C=C1)F)C(=O)C2=CNC3=C2C=C(C=N3)C4=CC=C(C=C4)Cl)F. Drug 2: C1C(C(OC1N2C=NC3=C(N=C(N=C32)Cl)N)CO)O. Cell line: ACHN. Synergy scores: CSS=15.8, Synergy_ZIP=-3.10, Synergy_Bliss=-1.06, Synergy_Loewe=-10.4, Synergy_HSA=-0.571. (6) Drug 1: CCCS(=O)(=O)NC1=C(C(=C(C=C1)F)C(=O)C2=CNC3=C2C=C(C=N3)C4=CC=C(C=C4)Cl)F. Drug 2: C#CCC(CC1=CN=C2C(=N1)C(=NC(=N2)N)N)C3=CC=C(C=C3)C(=O)NC(CCC(=O)O)C(=O)O. Cell line: SF-295. Synergy scores: CSS=6.52, Synergy_ZIP=-1.60, Synergy_Bliss=3.39, Synergy_Loewe=0.943, Synergy_HSA=3.74.